This data is from Reaction yield outcomes from USPTO patents with 853,638 reactions. The task is: Predict the reaction yield, written as a fraction of the theoretical maximum amount of product (1.0 means a 100% yield; for example, 0.34 means a 34% yield). (1) The reactants are [N+:1]([C:4]1[CH:9]=[CH:8][C:7]([O:10][CH2:11][CH2:12][CH3:13])=[CH:6][C:5]=1[NH:14][C:15](=[O:23])[CH2:16][CH:17]1[CH2:22][CH2:21][CH2:20][CH2:19][NH:18]1)([O-])=O. The catalyst is [Pd].CCO. The product is [NH2:1][C:4]1[CH:9]=[CH:8][C:7]([O:10][CH2:11][CH2:12][CH3:13])=[CH:6][C:5]=1[NH:14][C:15](=[O:23])[CH2:16][CH:17]1[CH2:22][CH2:21][CH2:20][CH2:19][NH:18]1. The yield is 0.850. (2) The reactants are [C:1]1(B(O)O)[CH:6]=[CH:5][CH:4]=[CH:3][CH:2]=1.Br[C:11]1[CH:24]=[CH:23][C:22]2[C:13](=[CH:14][C:15]3[C:20]([CH:21]=2)=[CH:19][CH:18]=[CH:17][CH:16]=3)[CH:12]=1.C(=O)([O-])[O-].[Na+].[Na+]. The catalyst is C1(C)C=CC=CC=1. The product is [C:1]1([C:18]2[CH:17]=[CH:16][C:15]3[C:20](=[CH:21][C:22]4[C:13]([CH:14]=3)=[CH:12][CH:11]=[CH:24][CH:23]=4)[CH:19]=2)[CH:6]=[CH:5][CH:4]=[CH:3][CH:2]=1. The yield is 0.750. (3) The reactants are [OH:1][C:2]1([C:12]2[CH:13]=[C:14]([CH:20]=[CH:21][CH:22]=2)[C:15]([O:17][CH2:18][CH3:19])=[O:16])[CH2:11][CH2:10][C:5]2(OCC[O:6]2)[CH2:4][CH2:3]1.Cl. The catalyst is C(O)C. The product is [OH:1][C:2]1([C:12]2[CH:13]=[C:14]([CH:20]=[CH:21][CH:22]=2)[C:15]([O:17][CH2:18][CH3:19])=[O:16])[CH2:11][CH2:10][C:5](=[O:6])[CH2:4][CH2:3]1. The yield is 0.770.